From a dataset of Full USPTO retrosynthesis dataset with 1.9M reactions from patents (1976-2016). Predict the reactants needed to synthesize the given product. (1) Given the product [CH2:14]([O:3][C:4]1[CH:12]=[CH:11][CH:10]=[C:9]2[C:5]=1[CH2:6][CH2:7][C:8]2=[O:13])[C:15]1[CH:20]=[CH:19][CH:18]=[CH:17][CH:16]=1, predict the reactants needed to synthesize it. The reactants are: [H-].[Na+].[OH:3][C:4]1[CH:12]=[CH:11][CH:10]=[C:9]2[C:5]=1[CH2:6][CH2:7][C:8]2=[O:13].[CH2:14](Br)[C:15]1[CH:20]=[CH:19][CH:18]=[CH:17][CH:16]=1.[Cl-].[NH4+]. (2) Given the product [CH2:18]([O:20][C:21]1[CH:22]=[C:23]([C:37]2[CH:42]=[CH:41][C:40]([CH2:43][C:44]([NH:10][C:9]3[CH:11]=[C:12]([C:14]([F:17])([F:15])[F:16])[CH:13]=[C:7]([N:5]4[CH:6]=[C:2]([CH3:1])[CH:3]=[N:4]4)[CH:8]=3)=[O:45])=[C:39]([F:47])[CH:38]=2)[CH:24]=[N:25][C:26]=1[O:27][CH2:28][C:29]1[CH:30]=[CH:31][C:32]([O:35][CH3:36])=[CH:33][CH:34]=1)[CH3:19], predict the reactants needed to synthesize it. The reactants are: [CH3:1][C:2]1[CH:3]=[N:4][N:5]([C:7]2[CH:8]=[C:9]([CH:11]=[C:12]([C:14]([F:17])([F:16])[F:15])[CH:13]=2)[NH2:10])[CH:6]=1.[CH2:18]([O:20][C:21]1[CH:22]=[C:23]([C:37]2[CH:42]=[CH:41][C:40]([CH2:43][C:44](O)=[O:45])=[C:39]([F:47])[CH:38]=2)[CH:24]=[N:25][C:26]=1[O:27][CH2:28][C:29]1[CH:34]=[CH:33][C:32]([O:35][CH3:36])=[CH:31][CH:30]=1)[CH3:19].C(P1(=O)OP(CCC)(=O)OP(CCC)(=O)O1)CC.O. (3) Given the product [CH3:15][O:16][C:17]1[CH:25]=[CH:24][C:20]([C:21]([N:10]=[C:8]2[N:7]([CH:27]([CH2:32][CH3:33])[C:28]([OH:30])=[O:29])[C:6]3[CH:11]=[CH:12][C:3]([C:2]([F:1])([F:13])[F:14])=[CH:4][C:5]=3[S:9]2)=[O:22])=[CH:19][CH:18]=1, predict the reactants needed to synthesize it. The reactants are: [F:1][C:2]([F:14])([F:13])[C:3]1[CH:12]=[CH:11][C:6]2[N:7]=[C:8]([NH2:10])[S:9][C:5]=2[CH:4]=1.[CH3:15][O:16][C:17]1[CH:25]=[CH:24][C:20]([C:21](Cl)=[O:22])=[CH:19][CH:18]=1.Br[CH:27]([CH2:32][CH3:33])[C:28]([O:30]C)=[O:29].COC1C=CC2N=C(N)SC=2C=1.ClC1C=C(C=CC=1)C(Cl)=O.BrCC(OCC)=O. (4) Given the product [C:1]([O:5][C:6]([NH:8][CH2:9][C@H:10]1[CH2:15][CH2:14][C@H:13]([C:16]([NH:18][C@H:19]([C:38](=[O:51])[NH:39][C:40]2[CH:45]=[CH:44][C:43]([C:46]3[N:47]=[N:48][NH:49][N:50]=3)=[CH:42][CH:41]=2)[CH2:20][C:21]2[CH:26]=[CH:25][C:24]([C:27]3[CH:32]=[CH:31][C:30]([CH3:33])=[C:29]([C:34]([OH:36])=[O:35])[CH:28]=3)=[CH:23][CH:22]=2)=[O:17])[CH2:12][CH2:11]1)=[O:7])([CH3:4])([CH3:2])[CH3:3], predict the reactants needed to synthesize it. The reactants are: [C:1]([O:5][C:6]([NH:8][CH2:9][C@H:10]1[CH2:15][CH2:14][C@H:13]([C:16]([NH:18][C@H:19]([C:38](=[O:51])[NH:39][C:40]2[CH:45]=[CH:44][C:43]([C:46]3[N:47]=[N:48][NH:49][N:50]=3)=[CH:42][CH:41]=2)[CH2:20][C:21]2[CH:26]=[CH:25][C:24]([C:27]3[CH:32]=[CH:31][C:30]([CH3:33])=[C:29]([C:34]([O:36]C)=[O:35])[CH:28]=3)=[CH:23][CH:22]=2)=[O:17])[CH2:12][CH2:11]1)=[O:7])([CH3:4])([CH3:3])[CH3:2].[OH-].[Li+].O.Cl. (5) Given the product [NH2:43][CH:31]([C:32]1[CH:33]=[C:34]([NH:38][C:39]([NH:41][CH3:42])=[O:40])[CH:35]=[CH:36][CH:37]=1)[CH2:30][N:7]1[C:8](=[O:29])[C:9]2[C:13]3([O:12][CH2:11][C:10]=2[N:5]([CH2:4][C:3]2[C:52]([C:56]([F:57])([F:58])[F:59])=[CH:53][CH:54]=[CH:55][C:2]=2[F:1])[C:6]1=[O:51])[CH2:14][CH2:15][N:16]([CH2:19][C:20]1[O:21][C:22]([C:25]([F:27])([F:26])[F:28])=[CH:23][CH:24]=1)[CH2:17][CH2:18]3, predict the reactants needed to synthesize it. The reactants are: [F:1][C:2]1[CH:55]=[CH:54][CH:53]=[C:52]([C:56]([F:59])([F:58])[F:57])[C:3]=1[CH2:4][N:5]1[C:10]2[CH2:11][O:12][C:13]3([CH2:18][CH2:17][N:16]([CH2:19][C:20]4[O:21][C:22]([C:25]([F:28])([F:27])[F:26])=[CH:23][CH:24]=4)[CH2:15][CH2:14]3)[C:9]=2[C:8](=[O:29])[N:7]([CH2:30][CH:31]([NH:43]C(=O)OC(C)(C)C)[C:32]2[CH:37]=[CH:36][CH:35]=[C:34]([NH:38][C:39]([NH:41][CH3:42])=[O:40])[CH:33]=2)[C:6]1=[O:51].FC(F)(F)C(O)=O.C([O-])(O)=O.[Na+]. (6) Given the product [CH3:24][S:14]([CH2:3][CH2:4][NH:5][C:6](=[O:11])[C:7]([F:10])([F:9])[F:8])(=[O:16])=[O:13], predict the reactants needed to synthesize it. The reactants are: CS[CH2:3][CH2:4][NH:5][C:6](=[O:11])[C:7]([F:10])([F:9])[F:8].O[O:13][S:14]([O-:16])=O.[K+].OS([O-])(=O)=O.[K+].[CH3:24]O. (7) Given the product [Cl:1][C:2]1[CH:3]=[CH:4][C:5]([CH2:6][NH:7][C:8]([C:10]2[C:19](=[O:20])[C:18]3[C:13](=[C:14]([I:23])[CH:15]=[C:16]([CH2:21][Cl:40])[CH:17]=3)[N:12]([CH3:24])[CH:11]=2)=[O:9])=[CH:25][CH:26]=1, predict the reactants needed to synthesize it. The reactants are: [Cl:1][C:2]1[CH:26]=[CH:25][C:5]([CH2:6][NH:7][C:8]([C:10]2[C:19](=[O:20])[C:18]3[C:13](=[C:14]([I:23])[CH:15]=[C:16]([CH2:21]O)[CH:17]=3)[N:12]([CH3:24])[CH:11]=2)=[O:9])=[CH:4][CH:3]=1.N1C(C)=CC(C)=CC=1C.CS([Cl:40])(=O)=O.O.